Dataset: Forward reaction prediction with 1.9M reactions from USPTO patents (1976-2016). Task: Predict the product of the given reaction. (1) Given the reactants [C:1]([O:5][C:6]([NH:8][C:9]1([C:13]([OH:15])=O)[CH2:12][CH2:11][CH2:10]1)=[O:7])([CH3:4])([CH3:3])[CH3:2].CN[O:18][CH3:19].Cl.CCN(C(C)C)C(C)C.CN(C([O:37]N1N=NC2C=CC=NC1=2)=[N+](C)C)C.F[P-](F)(F)(F)(F)F, predict the reaction product. The product is: [C:1]([O:5][C:6]([NH:8][C:9]1([CH:13]([OH:15])[C:19]([OH:18])=[O:37])[CH2:10][CH2:11][CH2:12]1)=[O:7])([CH3:2])([CH3:3])[CH3:4]. (2) Given the reactants F[C:2]1[CH:31]=[C:30]([F:32])[CH:29]=[CH:28][C:3]=1[CH2:4][N:5]1[C:10](=[O:11])[CH:9]=[CH:8][C:7]([CH2:12][C:13]2[C:21]3[C:16](=[CH:17][CH:18]=[CH:19][CH:20]=3)[N:15]([CH2:22][C:23]([O:25][CH3:26])=[O:24])[C:14]=2[CH3:27])=[CH:6]1.CC1N(CC(OC)=O)C2C(C=1CC1C=CC(=O)NC=1)=CC=CC=2.C(=O)([O-])[O-].[K+].[K+].[F:62]C1C=C(C=CC=1F)CBr, predict the reaction product. The product is: [F:62][C:31]1[CH:2]=[C:3]([CH:28]=[CH:29][C:30]=1[F:32])[CH2:4][N:5]1[C:10](=[O:11])[CH:9]=[CH:8][C:7]([CH2:12][C:13]2[C:21]3[C:16](=[CH:17][CH:18]=[CH:19][CH:20]=3)[N:15]([CH2:22][C:23]([O:25][CH3:26])=[O:24])[C:14]=2[CH3:27])=[CH:6]1. (3) Given the reactants [Br:1][C:2]1[C:7]([CH3:8])=[CH:6][C:5]([SH:9])=[C:4]([F:10])[CH:3]=1.[H-].[Na+].I[CH3:14].O, predict the reaction product. The product is: [Br:1][C:2]1[C:7]([CH3:8])=[CH:6][C:5]([S:9][CH3:14])=[C:4]([F:10])[CH:3]=1. (4) The product is: [NH2:21][C:14]1[C:13]2[N:12]=[C:11]([CH3:22])[N:10]([CH2:9][CH2:8][NH:7][C:3](=[O:4])[N:2]([CH3:6])[CH3:1])[C:18]=2[C:17]([CH3:19])=[C:16]([CH3:20])[N:15]=1. Given the reactants [CH3:1][N:2]([CH3:6])[C:3](Cl)=[O:4].[NH2:7][CH2:8][CH2:9][N:10]1[C:18]2[C:17]([CH3:19])=[C:16]([CH3:20])[N:15]=[C:14]([NH2:21])[C:13]=2[N:12]=[C:11]1[CH3:22], predict the reaction product. (5) Given the reactants [CH3:1][C:2]1[CH:3]=[C:4]([OH:13])[CH:5]=[CH:6][C:7]=1[C:8]1[N:9]=[CH:10][S:11][CH:12]=1.N1C(C)=CC=CC=1C.[F:22][C:23]([F:36])([F:35])[S:24](O[S:24]([C:23]([F:36])([F:35])[F:22])(=[O:26])=[O:25])(=[O:26])=[O:25], predict the reaction product. The product is: [F:22][C:23]([F:36])([F:35])[S:24]([O:13][C:4]1[CH:5]=[CH:6][C:7]([C:8]2[N:9]=[CH:10][S:11][CH:12]=2)=[C:2]([CH3:1])[CH:3]=1)(=[O:26])=[O:25]. (6) Given the reactants [CH3:1][C:2]1([CH3:19])[CH:7]2[CH2:8][CH:3]1[CH2:4][CH:5]=[C:6]2[C:9]1[CH:17]=[CH:16][C:12]([C:13](O)=[O:14])=[CH:11][C:10]=1[CH3:18].[CH:20]1[CH:21]=[CH:22][N:23]2[CH2:29][C:28]3[CH:30]=[CH:31][CH:32]=[CH:33][C:27]=3[NH:26][CH2:25][C:24]=12, predict the reaction product. The product is: [CH:20]1[CH:21]=[CH:22][N:23]2[CH2:29][C:28]3[CH:30]=[CH:31][CH:32]=[CH:33][C:27]=3[N:26]([C:13]([C:12]3[CH:16]=[CH:17][C:9]([C:6]4[CH:7]5[CH2:8][CH:3]([CH2:4][CH:5]=4)[C:2]5([CH3:1])[CH3:19])=[C:10]([CH3:18])[CH:11]=3)=[O:14])[CH2:25][C:24]=12. (7) Given the reactants [CH3:1][O:2][C:3]1[CH:4]=[C:5]2[C:10](=[CH:11][C:12]=1[O:13][CH3:14])[NH:9][C:8](=[O:15])[C:7]([C:16]([OH:18])=O)=[CH:6]2.CN(C(ON1N=NC2C=CC=NC1=2)=[N+](C)C)C.F[P-](F)(F)(F)(F)F.[CH3:43][C:44]1[CH:49]=[CH:48][C:47]([C:50]2[O:51][CH:52]=[CH:53][N:54]=2)=[CH:46][C:45]=1[NH2:55].C(=O)(O)[O-].[Na+], predict the reaction product. The product is: [CH3:43][C:44]1[CH:49]=[CH:48][C:47]([C:50]2[O:51][CH:52]=[CH:53][N:54]=2)=[CH:46][C:45]=1[NH:55][C:16]([C:7]1[C:8](=[O:15])[NH:9][C:10]2[C:5]([CH:6]=1)=[CH:4][C:3]([O:2][CH3:1])=[C:12]([O:13][CH3:14])[CH:11]=2)=[O:18]. (8) Given the reactants [C:1]12([C:11]3[CH:23]=[CH:22][C:14]([O:15][C:16]([CH3:21])([CH3:20])[C:17](O)=[O:18])=[CH:13][CH:12]=3)[CH2:10][CH:5]3[CH2:6][CH:7]([CH2:9][CH:3]([CH2:4]3)[CH2:2]1)[CH2:8]2.[CH3:24][N:25]([CH3:29])[CH2:26][CH2:27][NH2:28], predict the reaction product. The product is: [C:1]12([C:11]3[CH:12]=[CH:13][C:14]([O:15][C:16]([CH3:20])([CH3:21])[C:17]([NH:28][CH2:27][CH2:26][N:25]([CH3:29])[CH3:24])=[O:18])=[CH:22][CH:23]=3)[CH2:2][CH:3]3[CH2:4][CH:5]([CH2:6][CH:7]([CH2:9]3)[CH2:8]1)[CH2:10]2.